Dataset: Full USPTO retrosynthesis dataset with 1.9M reactions from patents (1976-2016). Task: Predict the reactants needed to synthesize the given product. (1) Given the product [Cl:1][C:2]1[S:6][C:5]([C:7]([NH:10][CH2:11][C@@H:12]2[O:16][C:15](=[O:17])[N:14]([C:18]3[CH:23]=[CH:22][C:21]([N:24]4[CH2:29][CH2:28][O:27][CH2:26][C:25]4=[O:30])=[CH:20][CH:19]=3)[CH2:13]2)=[O:9])=[CH:4][CH:3]=1, predict the reactants needed to synthesize it. The reactants are: [Cl:1][C:2]1[S:6][C:5]([C:7]([OH:9])=O)=[CH:4][CH:3]=1.[NH2:10][CH2:11][C@@H:12]1[O:16][C:15](=[O:17])[N:14]([C:18]2[CH:23]=[CH:22][C:21]([N:24]3[CH2:29][CH2:28][O:27][CH2:26][C:25]3=[O:30])=[CH:20][CH:19]=2)[CH2:13]1. (2) Given the product [CH2:1]([N:5]([CH2:16][CH2:17][CH2:18][CH3:19])[C:6]1[CH:11]=[CH:10][C:9]([NH2:12])=[CH:8][C:7]=1[F:15])[CH2:2][CH2:3][CH3:4], predict the reactants needed to synthesize it. The reactants are: [CH2:1]([N:5]([CH2:16][CH2:17][CH2:18][CH3:19])[C:6]1[CH:11]=[CH:10][C:9]([N+:12]([O-])=O)=[CH:8][C:7]=1[F:15])[CH2:2][CH2:3][CH3:4].C(Cl)Cl. (3) Given the product [NH2:8][C:16]1[C:21]([F:22])=[C:20]([C:23]2[C:24](=[O:37])[N:25]([CH3:36])[C:26]3[C:31]([CH:32]=2)=[CH:30][N:29]=[C:28]([NH:33][CH2:34][CH3:35])[CH:27]=3)[C:19]([F:38])=[CH:18][N:17]=1, predict the reactants needed to synthesize it. The reactants are: C(OC([N:8]([C:16]1[C:21]([F:22])=[C:20]([C:23]2[C:24](=[O:37])[N:25]([CH3:36])[C:26]3[C:31]([CH:32]=2)=[CH:30][N:29]=[C:28]([NH:33][CH2:34][CH3:35])[CH:27]=3)[C:19]([F:38])=[CH:18][N:17]=1)C(OC(C)(C)C)=O)=O)(C)(C)C.FC(F)(F)C(O)=O. (4) Given the product [ClH:34].[OH:1][CH2:2][CH2:3][NH:4][C:5]([C:7]1[C:8]2[S:16][CH:15]=[C:14]([CH2:17][O:18][C:19]3[CH:24]=[CH:23][CH:22]=[C:21]([NH:25][C:26](=[O:33])[C:27]4[CH:32]=[CH:31][CH:30]=[CH:29][CH:28]=4)[CH:20]=3)[C:9]=2[C:10]([NH2:13])=[N:11][CH:12]=1)=[O:6], predict the reactants needed to synthesize it. The reactants are: [OH:1][CH2:2][CH2:3][NH:4][C:5]([C:7]1[C:8]2[S:16][CH:15]=[C:14]([CH2:17][O:18][C:19]3[CH:24]=[CH:23][CH:22]=[C:21]([NH:25][C:26](=[O:33])[C:27]4[CH:32]=[CH:31][CH:30]=[CH:29][CH:28]=4)[CH:20]=3)[C:9]=2[C:10]([NH2:13])=[N:11][CH:12]=1)=[O:6].[ClH:34]. (5) Given the product [C:1]1([C:11]2[CH:23]=[C:14]3[NH:15][CH:16]=[CH:17][C:18](=[O:19])[N:13]3[N:12]=2)[C:10]2[C:5](=[CH:6][CH:7]=[CH:8][CH:9]=2)[CH:4]=[CH:3][CH:2]=1, predict the reactants needed to synthesize it. The reactants are: [C:1]1([C:11]2[CH:23]=[C:14]3[NH:15][CH:16]=[C:17](C(O)=O)[C:18](=[O:19])[N:13]3[N:12]=2)[C:10]2[C:5](=[CH:6][CH:7]=[CH:8][CH:9]=2)[CH:4]=[CH:3][CH:2]=1.CS(C)=O.[Cl-].[Na+]. (6) Given the product [NH2:35][CH:34]1[CH2:31][CH2:30][N:29]([C:1]([C:2]2[CH:10]=[CH:9][C:5]([C:6]([N:24]3[CH2:23][CH2:22][CH:21]([NH2:20])[CH2:26][CH2:25]3)=[O:7])=[CH:4][CH:3]=2)=[O:11])[CH2:32][CH2:33]1, predict the reactants needed to synthesize it. The reactants are: [C:1](Cl)(=[O:11])[C:2]1[CH:10]=[CH:9][C:5]([C:6](Cl)=[O:7])=[CH:4][CH:3]=1.C([NH:20][CH:21]1[CH2:26][CH2:25][NH:24][CH2:23][CH2:22]1)(OC(C)(C)C)=O.C([N:29]([CH2:32][CH3:33])[CH2:30][CH3:31])C.[CH3:34][N:35](C=O)C. (7) The reactants are: [CH2:1]([O:8][CH2:9][C:10]1([CH2:14][C:15]#[N:16])[CH2:13][CH2:12][CH2:11]1)[C:2]1[CH:7]=[CH:6][CH:5]=[CH:4][CH:3]=1.C([S:19]P([O-])(OCC)=S)C.C(OCC)(=O)C. Given the product [CH2:1]([O:8][CH2:9][C:10]1([CH2:14][C:15](=[S:19])[NH2:16])[CH2:11][CH2:12][CH2:13]1)[C:2]1[CH:7]=[CH:6][CH:5]=[CH:4][CH:3]=1, predict the reactants needed to synthesize it.